This data is from Forward reaction prediction with 1.9M reactions from USPTO patents (1976-2016). The task is: Predict the product of the given reaction. (1) Given the reactants [Cl:1][C:2]1[CH:3]=[CH:4][C:5]([O:22][CH3:23])=[C:6]([C:8](=[O:21])/[CH:9]=[C:10]2\[S:11][CH:12]=[C:13]([CH3:20])[N:14]\2[CH2:15][CH:16]2[CH2:19][CH2:18][CH2:17]2)[CH:7]=1.C([N-]C(C)C)(C)C.[Li+].[CH3:32][C:33]([CH3:35])=[O:34], predict the reaction product. The product is: [Cl:1][C:2]1[CH:3]=[CH:4][C:5]([O:22][CH3:23])=[C:6]([C:8](=[O:21])/[CH:9]=[C:10]2\[S:11][C:12]([C:33]([OH:34])([CH3:35])[CH3:32])=[C:13]([CH3:20])[N:14]\2[CH2:15][CH:16]2[CH2:17][CH2:18][CH2:19]2)[CH:7]=1. (2) Given the reactants Br[C:2]1[CH:7]=[CH:6][N:5]=[C:4]([NH2:8])[CH:3]=1.C1(P(C2CCCCC2)C2C=CC=CC=2C2C(C(C)C)=CC(C(C)C)=CC=2C(C)C)CCCCC1.[NH:43]1[CH2:48][CH2:47][O:46][CH2:45][CH2:44]1.[Li+].C[Si]([N-][Si](C)(C)C)(C)C, predict the reaction product. The product is: [O:46]1[CH2:47][CH2:48][N:43]([C:2]2[CH:7]=[CH:6][N:5]=[C:4]([NH2:8])[CH:3]=2)[CH2:44][CH2:45]1. (3) Given the reactants [Br:1][C:2]1[CH:3]=[N:4][C:5](Cl)=[N:6][CH:7]=1.[NH:9]1[CH2:15][CH2:14][CH2:13][NH:12][CH2:11][CH2:10]1, predict the reaction product. The product is: [Br:1][C:2]1[CH:3]=[N:4][C:5]([N:9]2[CH2:15][CH2:14][CH2:13][NH:12][CH2:11][CH2:10]2)=[N:6][CH:7]=1. (4) Given the reactants C[O:2][C:3](=O)[C:4]1[CH:9]=[CH:8][C:7]([CH3:10])=[C:6]([I:11])[CH:5]=1.[NH2:13][NH2:14], predict the reaction product. The product is: [I:11][C:6]1[CH:5]=[C:4]([CH:9]=[CH:8][C:7]=1[CH3:10])[C:3]([NH:13][NH2:14])=[O:2]. (5) Given the reactants [C:1]([O:5][C:6]([NH:8][CH2:9][CH:10]1[O:15][CH2:14][CH2:13][N:12]([C:16]2[C:28]3[C:27]4[C:22](=[CH:23][C:24]([C:29]([OH:31])=O)=[CH:25][CH:26]=4)[NH:21][C:20]=3[N:19]=[CH:18][N:17]=2)[CH2:11]1)=[O:7])([CH3:4])([CH3:3])[CH3:2].[NH3:32], predict the reaction product. The product is: [C:1]([O:5][C:6](=[O:7])[NH:8][CH2:9][CH:10]1[O:15][CH2:14][CH2:13][N:12]([C:16]2[C:28]3[C:27]4[C:22](=[CH:23][C:24]([C:29](=[O:31])[NH2:32])=[CH:25][CH:26]=4)[NH:21][C:20]=3[N:19]=[CH:18][N:17]=2)[CH2:11]1)([CH3:4])([CH3:3])[CH3:2]. (6) Given the reactants [ClH:1].[CH2:2]([O:9][C:10]1[C:11]([NH:17][C:18]2[S:19][CH:20]=[C:21]([CH3:23])[N:22]=2)=[N:12][CH:13]=[C:14](Br)[CH:15]=1)[C:3]1[CH:8]=[CH:7][CH:6]=[CH:5][CH:4]=1.[Li]C.C([Li])CCC.[CH:31]1([S:37][S:37][CH:31]2[CH2:36][CH2:35][CH2:34][CH2:33][CH2:32]2)[CH2:36][CH2:35][CH2:34][CH2:33][CH2:32]1, predict the reaction product. The product is: [ClH:1].[CH2:2]([O:9][C:10]1[C:11]([NH:17][C:18]2[S:19][CH:20]=[C:21]([CH3:23])[N:22]=2)=[N:12][CH:13]=[C:14]([S:37][CH:31]2[CH2:36][CH2:35][CH2:34][CH2:33][CH2:32]2)[CH:15]=1)[C:3]1[CH:8]=[CH:7][CH:6]=[CH:5][CH:4]=1. (7) Given the reactants [CH3:1][CH:2]([O:4][C:5]1[N:6]([C:15]2[CH:20]=[CH:19][C:18]([O:21][CH2:22][C:23]([F:26])([F:25])[F:24])=[CH:17][CH:16]=2)[C:7](=[O:14])[C:8]2[CH:13]=[CH:12][NH:11][C:9]=2[N:10]=1)[CH3:3].C(O)(=[O:29])C.C(O)(=O)C.I(C1C=CC=CC=1)=O, predict the reaction product. The product is: [CH3:3][CH:2]([O:4][C:5]1[N:6]([C:15]2[CH:20]=[CH:19][C:18]([O:21][CH2:22][C:23]([F:25])([F:26])[F:24])=[CH:17][CH:16]=2)[C:7](=[O:14])[C:8]2[CH2:13][C:12](=[O:29])[NH:11][C:9]=2[N:10]=1)[CH3:1]. (8) Given the reactants Br[C:2]1[C:7]([N+:8]([O-:10])=[O:9])=[CH:6][C:5]([Br:11])=[CH:4][N:3]=1.[Cu](C#N)[C:13]#[N:14], predict the reaction product. The product is: [Br:11][C:5]1[CH:6]=[C:7]([N+:8]([O-:10])=[O:9])[C:2]([C:13]#[N:14])=[N:3][CH:4]=1. (9) Given the reactants [Br:1][C:2]1[CH:28]=[CH:27][C:5]2[N:6]([C:14]([C:16]3[CH:17]=[CH:18][C:19]4[O:24][CH2:23][C:22](=[O:25])[NH:21][C:20]=4[CH:26]=3)=[O:15])[C@@H:7]([CH2:10][C:11]([OH:13])=O)[CH2:8][O:9][C:4]=2[CH:3]=1.C1C[N:32]([P+](ON2N=NC3C=CC=CC2=3)(N2CCCC2)N2CCCC2)CC1.F[P-](F)(F)(F)(F)F.[NH4+].[Cl-].CCOC(C)=O, predict the reaction product. The product is: [Br:1][C:2]1[CH:28]=[CH:27][C:5]2[N:6]([C:14]([C:16]3[CH:17]=[CH:18][C:19]4[O:24][CH2:23][C:22](=[O:25])[NH:21][C:20]=4[CH:26]=3)=[O:15])[C@@H:7]([CH2:10][C:11]([NH2:32])=[O:13])[CH2:8][O:9][C:4]=2[CH:3]=1.